From a dataset of Reaction yield outcomes from USPTO patents with 853,638 reactions. Predict the reaction yield, written as a fraction of the theoretical maximum amount of product (1.0 means a 100% yield; for example, 0.34 means a 34% yield). (1) The reactants are [H-].[Na+].[N:3]1[CH:8]=[CH:7][CH:6]=[CH:5][C:4]=1[CH2:9][C:10]#[N:11].[C:12]([O:16][C:17]([N:19]([CH2:23][CH2:24]Cl)[CH2:20][CH2:21]Cl)=[O:18])([CH3:15])([CH3:14])[CH3:13]. The catalyst is CN(C=O)C. The product is [C:10]([C:9]1([C:4]2[CH:5]=[CH:6][CH:7]=[CH:8][N:3]=2)[CH2:24][CH2:23][N:19]([C:17]([O:16][C:12]([CH3:14])([CH3:13])[CH3:15])=[O:18])[CH2:20][CH2:21]1)#[N:11]. The yield is 0.440. (2) The reactants are [C:1]1([S:7]([N:10]2[C:14]3=[N:15][CH:16]=[C:17]([Cl:19])[CH:18]=[C:13]3[C:12](I)=[CH:11]2)(=[O:9])=[O:8])[CH:6]=[CH:5][CH:4]=[CH:3][CH:2]=1.C([Mg]Cl)(C)C.[C:26]([O:30][C:31](=[O:49])[N:32]([CH2:41][C:42]1[CH:47]=[CH:46][CH:45]=[CH:44][C:43]=1[F:48])[C:33]1[CH:38]=[CH:37][C:36]([CH:39]=[O:40])=[CH:35][N:34]=1)([CH3:29])([CH3:28])[CH3:27].[Cl-].[NH4+]. The catalyst is O1CCCC1. The product is [C:26]([O:30][C:31](=[O:49])[N:32]([C:33]1[CH:38]=[CH:37][C:36]([CH:39]([C:12]2[C:13]3[C:14](=[N:15][CH:16]=[C:17]([Cl:19])[CH:18]=3)[N:10]([S:7]([C:1]3[CH:6]=[CH:5][CH:4]=[CH:3][CH:2]=3)(=[O:9])=[O:8])[CH:11]=2)[OH:40])=[CH:35][N:34]=1)[CH2:41][C:42]1[CH:47]=[CH:46][CH:45]=[CH:44][C:43]=1[F:48])([CH3:29])([CH3:27])[CH3:28]. The yield is 0.410. (3) The reactants are I[C:2]1[CH:29]=[CH:28][C:5]2[N:6]([CH2:9][C:10]3[CH:15]=[CH:14][C:13]([O:16][CH2:17][C:18]4[CH:19]=[N:20][C:21]([O:24][CH3:25])=[CH:22][CH:23]=4)=[C:12]([O:26][CH3:27])[CH:11]=3)[CH:7]=[N:8][C:4]=2[CH:3]=1.[CH2:30]1[C:33]2([CH2:38][CH2:37][N:36]([C:39]([O:41][C:42]([CH3:45])([CH3:44])[CH3:43])=[O:40])[CH2:35][CH2:34]2)[CH2:32][NH:31]1.C(=O)([O-])[O-].[K+].[K+].N1CCC[C@H]1C(O)=O. The catalyst is CS(C)=O.[OH-].[NH4+].[Cu]I. The product is [CH3:27][O:26][C:12]1[CH:11]=[C:10]([CH:15]=[CH:14][C:13]=1[O:16][CH2:17][C:18]1[CH:19]=[N:20][C:21]([O:24][CH3:25])=[CH:22][CH:23]=1)[CH2:9][N:6]1[C:5]2[CH:28]=[CH:29][C:2]([N:31]3[CH2:30][C:33]4([CH2:34][CH2:35][N:36]([C:39]([O:41][C:42]([CH3:45])([CH3:44])[CH3:43])=[O:40])[CH2:37][CH2:38]4)[CH2:32]3)=[CH:3][C:4]=2[N:8]=[CH:7]1. The yield is 0.720. (4) The reactants are [Cl:1][C:2]1[CH:3]=[C:4]([N:10]2[CH:22]([CH:23]3[CH2:27][CH2:26][CH2:25][CH2:24]3)[CH:21]3[C:12]([C:13]4[CH:14]=[CH:15][C:16]([C:28]([OH:30])=O)=[N:17][C:18]=4[CH2:19][CH2:20]3)=[N:11]2)[CH:5]=[CH:6][C:7]=1[C:8]#[N:9].CC[N:33](C(C)C)C(C)C.CN(C(ON1N=NC2C=CC=NC1=2)=[N+](C)C)C.F[P-](F)(F)(F)(F)F.N. The yield is 0.443. The product is [Cl:1][C:2]1[CH:3]=[C:4]([N:10]2[CH:22]([CH:23]3[CH2:27][CH2:26][CH2:25][CH2:24]3)[CH:21]3[C:12]([C:13]4[CH:14]=[CH:15][C:16]([C:28]([NH2:33])=[O:30])=[N:17][C:18]=4[CH2:19][CH2:20]3)=[N:11]2)[CH:5]=[CH:6][C:7]=1[C:8]#[N:9]. The catalyst is ClCCl.O.CN(C=O)C. (5) The reactants are [F:1][C:2]1[CH:42]=[CH:41][C:5]([CH2:6][N:7]2[CH2:39][CH2:38][C:11]3[CH:12]=[C:13]4[C:17](=[CH:18][C:10]=3[NH:9][C:8]2=[O:40])[N:16](C(C2C=CC=CC=2)(C2C=CC=CC=2)C2C=CC=CC=2)[N:15]=[CH:14]4)=[CH:4][CH:3]=1. The catalyst is C(Cl)Cl.C(O)(C(F)(F)F)=O. The product is [F:1][C:2]1[CH:42]=[CH:41][C:5]([CH2:6][N:7]2[CH2:39][CH2:38][C:11]3[CH:12]=[C:13]4[C:17](=[CH:18][C:10]=3[NH:9][C:8]2=[O:40])[NH:16][N:15]=[CH:14]4)=[CH:4][CH:3]=1. The yield is 0.800. (6) The reactants are [Cl:1][C:2]1[CH:7]=[C:6]([Cl:8])[CH:5]=[CH:4][C:3]=1[S:9][C:10]1[CH:20]=[CH:19][CH:18]=[CH:17][C:11]=1/[CH:12]=[CH:13]/[C:14]([OH:16])=O.C(Cl)(C(Cl)=O)=O.[NH2:27][CH2:28][CH2:29][CH2:30][CH2:31][CH2:32][CH2:33][OH:34].CCN(C(C)C)C(C)C.Cl. The catalyst is C(Cl)Cl.CN(C=O)C.CN(C1C=CN=CC=1)C. The product is [Cl:1][C:2]1[CH:7]=[C:6]([Cl:8])[CH:5]=[CH:4][C:3]=1[S:9][C:10]1[CH:20]=[CH:19][CH:18]=[CH:17][C:11]=1/[CH:12]=[CH:13]/[C:14]([NH:27][CH2:28][CH2:29][CH2:30][CH2:31][CH2:32][CH2:33][OH:34])=[O:16]. The yield is 0.900. (7) The reactants are [O:1]1[CH2:6][CH2:5][CH:4]([CH2:7][OH:8])[CH2:3][CH2:2]1.[C:9]1([CH3:19])[CH:14]=[CH:13][C:12]([S:15](Cl)(=[O:17])=[O:16])=[CH:11][CH:10]=1. The catalyst is C(Cl)Cl.N1C=CC=CC=1.CN(C)C1C=CN=CC=1. The product is [CH3:19][C:9]1[CH:14]=[CH:13][C:12]([S:15]([O:8][CH2:7][CH:4]2[CH2:5][CH2:6][O:1][CH2:2][CH2:3]2)(=[O:17])=[O:16])=[CH:11][CH:10]=1. The yield is 0.780.